Task: Binary Classification. Given a miRNA mature sequence and a target amino acid sequence, predict their likelihood of interaction.. Dataset: Experimentally validated miRNA-target interactions with 360,000+ pairs, plus equal number of negative samples (1) The miRNA is hsa-miR-6069 with sequence GGGCUAGGGCCUGCUGCCCCC. The protein sequence of the target gene is MSNGYEDHMAEDCRDDIGRTNLIVNYLPQNMTQEELRSLFSSIGEVESAKLIRDKVAGHSLGYGFVNYVTAKDAERAISTLNGLRLQSKTIKVSYARPSSEVIKDANLYISGLPRTMTQKDVEDMFSRFGRIINSRVLVDQTTGLSRGVAFIRFDKRSEAEEAITSFNGHKPPGSSEPITVKFAANPNQNKNMALLSQLYHSPARRFGGPVHHQAQRFRFSPMGVDHMSGISGVNVPGNASSGWCIFIYNLGQDADEGILWQMFGPFGAVTNVKVIRDFNTNKCKGFGFVTMTNYEEAAM.... Result: 0 (no interaction). (2) The miRNA is hsa-miR-4803 with sequence UAACAUAAUAGUGUGGAUUGA. The protein sequence of the target gene is MHHRMNEMNLSPVGMEQLTSSSVSNALPVSGSHLGLAASPTHSAIPAPGLPVAIPNLGPSLSSLPSALSLMLPMGIGDRGVMCGLPERNYTLPPPPYPHLESSYFRTILPGILSYLADRPPPQYIHPNSINVDGNTALSITNNPSALDPYQSNGNVGLEPGIVSIDSRSVNTHGAQSLHPSDGHEVALDTAITMENVSRVTSPISTDGMAEELTMDGVAGEHSQIPNGSRSHEPLSVDSVSNNLAADAVGHGGVIPMHGNGLELPVVMETDHIASRVNGMSDSALSDSIHTVAMSTNSVS.... Result: 0 (no interaction). (3) The miRNA is mmu-miR-10a-5p with sequence UACCCUGUAGAUCCGAAUUUGUG. The protein sequence of the target gene is MEALGTGRDRTSQASATESLDLRRLSTRADSAYSSFSTASGDPETRTPSPGTERLPYLDWDYVRVVWGSQSPTSKDAVLSTTQRPVQAVAGHSDPRSPEVQGSPGPLNRQDTPLLYALAAEAEATAHTAEPPSPPASRDAYRQRLQGAQRRVLRETSFQRKEFRMSLPGRLRPAVPTRLPTAHVRSASSSQELGEEEPARTAVPALAAAGRGRLSSQQRQCCFSEPGKLHRVGWSGGPTGEDLRKDYSTQELQRGMHAKSKGLLETQSLSSTELNSGPADLGNAHRPAGRSQSVSGEVMG.... Result: 1 (interaction). (4) The miRNA is mmu-miR-1960 with sequence CCAGUGCUGUUAGAAGAGGGCU. The protein sequence of the target gene is MAYSQGGGKKKVCYYYDGDIGNYYYGQGHPMKPHRIRMTHNLLLNYGLYRKMEIYRPHKATAEEMTKYHSDEYIKFLRSIRPDNMSEYSKQMQRFNVGEDCPVFDGLFEFCQLSTGGSVAGAVKLNRQQTDMAVNWAGGLHHAKKSEASGFCYVNDIVLAILELLKYHQRVLYIDIDIHHGDGVEEAFYTTDRVMTVSFHKYGEYFPGTGDLRDIGAGKGKYYAVNFPMRDGIDDESYGQIFKPIISKVMEMYQPSAVVLQCGADSLSGDRLGCFNLTVKGHAKCVEVAKTFNLPLLMLG.... Result: 0 (no interaction). (5) The miRNA is hsa-miR-519d-5p with sequence CCUCCAAAGGGAAGCGCUUUCUGUU. The protein sequence of the target gene is MASRLTLLTLLLLLLAGDRASSNPNATSSSSQDPESLQDRGEGKVATTVISKMLFVEPILEVSSLPTTNSTTNSATKITANTTDEPTTQPTTEPTTQPTIQPTQPTTQLPTDSPTQPTTGSFCPGPVTLCSDLESHSTEAVLGDALVDFSLKLYHAFSAMKKVETNMAFSPFSIASLLTQVLLGAGENTKTNLESILSYPKDFTCVHQALKGFTTKGVTSVSQIFHSPDLAIRDTFVNASRTLYSSSPRVLSNNSDANLELINTWVAKNTNNKISRLLDSLPSDTRLVLLNAIYLSAKWK.... Result: 1 (interaction). (6) The miRNA is hsa-miR-542-5p with sequence UCGGGGAUCAUCAUGUCACGAGA. The protein sequence of the target gene is MRGSQEVLLMWLLVLAVGGTEHAYRPGRRVCAVRAHGDPVSESFVQRVYQPFLTTCDGHRACSTYRTIYRTAYRRSPGLAPARPRYACCPGWKRTSGLPGACGAAICQPPCRNGGSCVQPGRCRCPAGWRGDTCQSDVDECSARRGGCPQRCVNTAGSYWCQCWEGHSLSADGTLCVPKGGPPRVAPNPTGVDSAMKEEVQRLQSRVDLLEEKLQLVLAPLHSLASQALEHGLPDPGSLLVHSFQQLGRIDSLSEQISFLEEQLGSCSCKKDS. Result: 0 (no interaction).